This data is from Catalyst prediction with 721,799 reactions and 888 catalyst types from USPTO. The task is: Predict which catalyst facilitates the given reaction. (1) Reactant: [F:1][C:2]1[CH:3]=[CH:4][C:5]2[S:9][C:8]([C:10]3[CH:15]=[CH:14][C:13]([O:16][CH3:17])=[C:12]([OH:18])[CH:11]=3)=[N:7][C:6]=2[CH:19]=1.[C:20]([O-])([O-])=O.[K+].[K+].Br[CH2:27][CH2:28]CBr. Product: [CH2:27]([O:18][C:12]1[CH:11]=[C:10]([C:8]2[S:9][C:5]3[CH:4]=[CH:3][C:2]([F:1])=[CH:19][C:6]=3[N:7]=2)[CH:15]=[CH:14][C:13]=1[O:16][CH2:17][CH3:20])[CH3:28]. The catalyst class is: 23. (2) Reactant: Br[C:2]1[C:10]2[CH:9]=[CH:8][S:7][C:6]=2[CH:5]=[CH:4][CH:3]=1.[Mg].II.CON(C)[C:17](=[O:20])[CH2:18][CH3:19]. Product: [S:7]1[CH:8]=[CH:9][C:10]2[C:2]([C:17](=[O:20])[CH2:18][CH3:19])=[CH:3][CH:4]=[CH:5][C:6]1=2. The catalyst class is: 7.